This data is from Full USPTO retrosynthesis dataset with 1.9M reactions from patents (1976-2016). The task is: Predict the reactants needed to synthesize the given product. (1) Given the product [NH2:13][C:9]1[N:10]=[CH:11][N:12]=[C:7]([O:6][C:5]2[CH:14]=[CH:15][C:2]([NH:1][C:23]([NH:22][C:16]3[CH:21]=[CH:20][CH:19]=[CH:18][CH:17]=3)=[O:24])=[CH:3][CH:4]=2)[CH:8]=1, predict the reactants needed to synthesize it. The reactants are: [NH2:1][C:2]1[CH:15]=[CH:14][C:5]([O:6][C:7]2[N:12]=[CH:11][N:10]=[C:9]([NH2:13])[CH:8]=2)=[CH:4][CH:3]=1.[C:16]1([N:22]=[C:23]=[O:24])[CH:21]=[CH:20][CH:19]=[CH:18][CH:17]=1.O. (2) Given the product [N:35]1([C:2]2[CH:7]=[C:6]([C:8]([N:10]3[CH2:14][CH2:13][CH:12]([C:15]4[CH:16]=[N:17][CH:18]=[CH:19][CH:20]=4)[CH2:11]3)=[O:9])[CH:5]=[CH:4][C:3]=2[C:21]2[CH:26]=[C:25]([C:27]([F:30])([F:29])[F:28])[CH:24]=[C:23]([C:31]([F:34])([F:33])[F:32])[CH:22]=2)[CH:39]=[CH:38][CH:37]=[N:36]1, predict the reactants needed to synthesize it. The reactants are: Br[C:2]1[CH:7]=[C:6]([C:8]([N:10]2[CH2:14][CH2:13][CH:12]([C:15]3[CH:16]=[N:17][CH:18]=[CH:19][CH:20]=3)[CH2:11]2)=[O:9])[CH:5]=[CH:4][C:3]=1[C:21]1[CH:26]=[C:25]([C:27]([F:30])([F:29])[F:28])[CH:24]=[C:23]([C:31]([F:34])([F:33])[F:32])[CH:22]=1.[NH:35]1[CH:39]=[CH:38][CH:37]=[N:36]1.C(=NO)C1C(=CC=CC=1)O.C(=O)([O-])[O-].[Cs+].[Cs+]. (3) Given the product [CH2:12]([N:9]1[CH2:8][CH2:7][C:6]([C:19]2[CH:24]=[CH:23][CH:22]=[CH:21][C:20]=2[C:25]#[CH:26])([C:4]([O:3][CH2:1][CH3:2])=[O:5])[CH2:11][CH2:10]1)[C:13]1[CH:14]=[CH:15][CH:16]=[CH:17][CH:18]=1, predict the reactants needed to synthesize it. The reactants are: [CH2:1]([O:3][C:4]([C:6]1([C:19]2[CH:24]=[CH:23][CH:22]=[CH:21][C:20]=2[C:25]#[C:26][Si](CC)(CC)CC)[CH2:11][CH2:10][N:9]([CH2:12][C:13]2[CH:18]=[CH:17][CH:16]=[CH:15][CH:14]=2)[CH2:8][CH2:7]1)=[O:5])[CH3:2].CC(C)([O-])C.[K+]. (4) Given the product [NH2:62]/[C:54](=[N:53]\[O:10][C:9]([C@H:8]([CH2:12][CH2:13][CH2:14][CH:15]1[CH2:16][CH2:17][CH2:18][CH2:19][CH2:20]1)[CH2:7][C:6]([O:5][C:1]([CH3:4])([CH3:2])[CH3:3])=[O:21])=[O:11])/[CH2:55][C:56]1[CH:57]=[N:58][CH:59]=[CH:60][CH:61]=1, predict the reactants needed to synthesize it. The reactants are: [C:1]([O:5][C:6](=[O:21])[CH2:7][C@@H:8]([CH2:12][CH2:13][CH2:14][CH:15]1[CH2:20][CH2:19][CH2:18][CH2:17][CH2:16]1)[C:9]([OH:11])=[O:10])([CH3:4])([CH3:3])[CH3:2].Cl.CN(C)CCCN=C=NCC.CN1CCOCC1.O.ON1C2C=CC=CC=2N=N1.O/[N:53]=[C:54](\[NH2:62])/[CH2:55][C:56]1[CH:57]=[N:58][CH:59]=[CH:60][CH:61]=1. (5) The reactants are: [C:1]([O-])([O-])=O.[K+].[K+].CI.[Br:9][C:10]1[CH:18]=[CH:17][C:13]([C:14]([OH:16])=[O:15])=[C:12]([NH:19][C:20]2[CH:25]=[CH:24][CH:23]=[CH:22][CH:21]=2)[CH:11]=1. Given the product [Br:9][C:10]1[CH:18]=[CH:17][C:13]([C:14]([O:16][CH3:1])=[O:15])=[C:12]([NH:19][C:20]2[CH:21]=[CH:22][CH:23]=[CH:24][CH:25]=2)[CH:11]=1, predict the reactants needed to synthesize it. (6) Given the product [Na+:23].[CH2:8]([O:15][C:16]([NH:1][CH2:2][CH2:3][S:4]([O-:7])(=[O:6])=[O:5])=[O:17])[C:9]1[CH:14]=[CH:13][CH:12]=[CH:11][CH:10]=1, predict the reactants needed to synthesize it. The reactants are: [NH2:1][CH2:2][CH2:3][S:4]([OH:7])(=[O:6])=[O:5].[CH2:8]([O:15][C:16](Cl)=[O:17])[C:9]1[CH:14]=[CH:13][CH:12]=[CH:11][CH:10]=1.C(=O)(O)[O-].[Na+:23]. (7) Given the product [NH2:17][CH2:15][C@H:3]1[C@@H:2]([OH:1])[CH2:7][CH2:6][N:5]([CH2:8][C:9]2[CH:14]=[CH:13][CH:12]=[CH:11][CH:10]=2)[CH2:4]1, predict the reactants needed to synthesize it. The reactants are: [OH:1][C@H:2]1[CH2:7][CH2:6][N:5]([CH2:8][C:9]2[CH:14]=[CH:13][CH:12]=[CH:11][CH:10]=2)[CH2:4][C@H:3]1[C:15]([NH2:17])=O.B.CSC. (8) Given the product [Br:1][C:2]1[CH:3]=[CH:4][C:5]2[C:8]3([CH2:23][O:24][C:6]=2[CH:7]=1)[C:16]1[C:11](=[CH:12][CH:13]=[CH:14][CH:15]=1)[N:10]([CH2:17][CH2:18][CH2:19][CH2:20][CH3:21])[C:9]3=[O:22], predict the reactants needed to synthesize it. The reactants are: [Br:1][C:2]1[CH:7]=[CH:6][C:5]([C:8]2([CH2:23][OH:24])[C:16]3[C:11](=[CH:12][CH:13]=[CH:14][CH:15]=3)[N:10]([CH2:17][CH2:18][CH2:19][CH2:20][CH3:21])[C:9]2=[O:22])=[C:4](O)[CH:3]=1.ClC1C=CC(Cl)=C2C=1C(C1C(O)=CC3OCOC=3C=1)(CO)C(=O)N2CCCCC.